From a dataset of Forward reaction prediction with 1.9M reactions from USPTO patents (1976-2016). Predict the product of the given reaction. (1) Given the reactants N1CC[C@H](O)C1.[NH2:7][C:8]1[N:13]=[CH:12][N:11]=[C:10]2[N:14]([CH:35]3[CH2:39][CH2:38][N:37]([CH3:40])[CH2:36]3)[N:15]=[C:16]([C:17]3[CH:22]=[CH:21][C:20]([NH:23][C:24]4[O:25][C:26]5[C:32]([CH3:33])=[CH:31][C:30]([CH3:34])=[CH:29][C:27]=5[N:28]=4)=[CH:19][CH:18]=3)[C:9]=12, predict the reaction product. The product is: [NH2:7][C:8]1[N:13]=[CH:12][N:11]=[C:10]2[N:14]([C@@H:35]3[CH2:39][CH2:38][N:37]([CH3:40])[CH2:36]3)[N:15]=[C:16]([C:17]3[CH:18]=[CH:19][C:20]([NH:23][C:24]4[O:25][C:26]5[C:32]([CH3:33])=[CH:31][C:30]([CH3:34])=[CH:29][C:27]=5[N:28]=4)=[CH:21][CH:22]=3)[C:9]=12. (2) The product is: [F:1][C:2]1[CH:10]=[C:9]2[C:5]([CH2:6][CH2:7][N:8]2[CH:11]2[CH2:12][CH2:13][N:14]([C:17]([NH:19][C:20]3[S:21][C:22]4[CH2:23][NH:24][CH2:25][CH2:26][C:27]=4[N:28]=3)=[O:18])[CH2:15][CH2:16]2)=[CH:4][CH:3]=1.[C:36]([OH:42])([C:38]([F:41])([F:40])[F:39])=[O:37]. Given the reactants [F:1][C:2]1[CH:10]=[C:9]2[C:5]([CH2:6][CH2:7][N:8]2[CH:11]2[CH2:16][CH2:15][N:14]([C:17]([NH:19][C:20]3[S:21][C:22]4[CH2:23][N:24](C(OC(C)(C)C)=O)[CH2:25][CH2:26][C:27]=4[N:28]=3)=[O:18])[CH2:13][CH2:12]2)=[CH:4][CH:3]=1.[C:36]([OH:42])([C:38]([F:41])([F:40])[F:39])=[O:37].CCOCC, predict the reaction product. (3) Given the reactants [CH2:1](Br)[CH2:2][CH3:3].[Mg].[CH:6]([C:8]1[CH:17]=[CH:16][C:11]([C:12]([O:14][CH3:15])=[O:13])=[CH:10][CH:9]=1)=[O:7].CCOC(C)=O, predict the reaction product. The product is: [OH:7][CH:6]([C:8]1[CH:17]=[CH:16][C:11]([C:12]([O:14][CH3:15])=[O:13])=[CH:10][CH:9]=1)[CH2:1][CH2:2][CH3:3]. (4) Given the reactants [CH3:1][S:2](Cl)(=[O:4])=[O:3].[CH:6]([O:9][C:10](=[O:27])[CH2:11][C@H:12]([CH:21]1[CH2:26][CH2:25][NH:24][CH2:23][CH2:22]1)[C:13]1[CH:18]=[C:17]([F:19])[CH:16]=[C:15]([F:20])[CH:14]=1)([CH3:8])[CH3:7].C(N(CC)CC)C, predict the reaction product. The product is: [CH:6]([O:9][C:10](=[O:27])[CH2:11][C@H:12]([CH:21]1[CH2:22][CH2:23][N:24]([S:2]([CH3:1])(=[O:4])=[O:3])[CH2:25][CH2:26]1)[C:13]1[CH:18]=[C:17]([F:19])[CH:16]=[C:15]([F:20])[CH:14]=1)([CH3:8])[CH3:7]. (5) Given the reactants [CH2:1]([O:3][CH:4]([O:17][CH2:18][CH3:19])[C:5]1[O:6][C:7]2[CH:13]=[C:12]([C:14]([OH:16])=O)[CH:11]=[CH:10][C:8]=2[CH:9]=1)[CH3:2].[ClH:20].Cl.[NH2:22][C@@H:23]1[CH:28]2[CH2:29][CH2:30][N:25]([CH2:26][CH2:27]2)[CH2:24]1, predict the reaction product. The product is: [ClH:20].[N:25]12[CH2:30][CH2:29][CH:28]([CH2:27][CH2:26]1)[C@@H:23]([NH:22][C:14]([C:12]1[CH:11]=[CH:10][C:8]3[CH:9]=[C:5]([CH:4]([O:3][CH2:1][CH3:2])[O:17][CH2:18][CH3:19])[O:6][C:7]=3[CH:13]=1)=[O:16])[CH2:24]2.